Dataset: Full USPTO retrosynthesis dataset with 1.9M reactions from patents (1976-2016). Task: Predict the reactants needed to synthesize the given product. (1) Given the product [CH:22]([Si:8]([CH:5]([CH3:7])[CH3:6])([CH:19]([CH3:21])[CH3:20])[N:9]1[C:13]2=[N:14][CH:15]=[C:16]([NH:18][C:1](=[O:3])[CH3:2])[CH:17]=[C:12]2[CH:11]=[CH:10]1)([CH3:24])[CH3:23], predict the reactants needed to synthesize it. The reactants are: [C:1](Cl)(=[O:3])[CH3:2].[CH:5]([Si:8]([CH:22]([CH3:24])[CH3:23])([CH:19]([CH3:21])[CH3:20])[N:9]1[C:13]2=[N:14][CH:15]=[C:16]([NH2:18])[CH:17]=[C:12]2[CH:11]=[CH:10]1)([CH3:7])[CH3:6].[Cl-].[NH4+].C(OCC)(=O)C. (2) Given the product [C:1]1([C:7]2[CH:14]=[CH:13][C:10]([CH2:11][Si:16]([Cl:18])([Cl:17])[Cl:15])=[CH:9][CH:8]=2)[CH:6]=[CH:5][CH:4]=[CH:3][CH:2]=1, predict the reactants needed to synthesize it. The reactants are: [C:1]1([C:7]2[CH:14]=[CH:13][C:10]([CH2:11]Cl)=[CH:9][CH:8]=2)[CH:6]=[CH:5][CH:4]=[CH:3][CH:2]=1.[Cl:15][SiH:16]([Cl:18])[Cl:17]. (3) Given the product [CH2:8]([O:10][C:11]([C@@H:13]1[CH2:17][C@@H:16]([OH:18])[CH2:15][N:14]1[CH2:19][C:20]1[CH:25]=[CH:24][CH:23]=[CH:22][CH:21]=1)=[O:12])[CH3:9], predict the reactants needed to synthesize it. The reactants are: C(N(CC)CC)C.[CH2:8]([O:10][C:11]([C@@H:13]1[CH2:17][C@@H:16]([OH:18])[CH2:15][NH:14]1)=[O:12])[CH3:9].[CH2:19](Br)[C:20]1[CH:25]=[CH:24][CH:23]=[CH:22][CH:21]=1.[OH-].[Na+]. (4) The reactants are: Br[C:2]1[CH:7]=[CH:6][C:5]([CH:8]([OH:13])[C:9]([F:12])([F:11])[F:10])=[CH:4][CH:3]=1.[C:14]1([CH3:23])[CH:19]=[CH:18][CH:17]=[C:16](B(O)O)[CH:15]=1.C([O-])([O-])=O.[Na+].[Na+].C(C#N)(C)=O. Given the product [F:10][C:9]([F:12])([F:11])[CH:8]([C:5]1[CH:6]=[CH:7][CH:2]=[CH:3][C:4]=1[C:16]1[CH:17]=[CH:18][CH:19]=[C:14]([CH3:23])[CH:15]=1)[OH:13], predict the reactants needed to synthesize it. (5) Given the product [Cl:16][CH2:4][CH2:5][C:6]([C:24]1[CH:29]=[CH:28][C:27]([CH3:9])=[CH:26][CH:25]=1)=[O:7], predict the reactants needed to synthesize it. The reactants are: ClCC[CH2:4][CH2:5][C:6](Cl)=[O:7].[C:9]1(C)C=CC=CC=1.[Cl-:16].[Al+3].[Cl-].[Cl-].Cl.[N+]([C:24]1[CH:29]=[CH:28][CH:27]=[CH:26][CH:25]=1)([O-])=O. (6) Given the product [Cl:1][C:2]1[CH:7]=[CH:6][C:5]([C:8]2[C:12]([C:13]([N:22]([CH3:23])[CH3:21])=[O:14])=[C:11]([CH3:16])[O:10][N:9]=2)=[CH:4][CH:3]=1, predict the reactants needed to synthesize it. The reactants are: [Cl:1][C:2]1[CH:7]=[CH:6][C:5]([C:8]2[C:12]([C:13](O)=[O:14])=[C:11]([CH3:16])[O:10][N:9]=2)=[CH:4][CH:3]=1.S(Cl)(Cl)=O.[CH3:21][NH:22][CH3:23]. (7) Given the product [CH3:1][C:2]([CH3:27])([CH3:26])[CH2:3][N:4]1[C:12]2[C:7](=[N:8][C:9]([C:13]3[CH:14]=[C:15]([CH:20]=[CH:21][C:22]=3[CH3:23])[C:16]([OH:18])=[O:17])=[CH:10][CH:11]=2)[N:6]([CH3:24])[C:5]1=[O:25], predict the reactants needed to synthesize it. The reactants are: [CH3:1][C:2]([CH3:27])([CH3:26])[CH2:3][N:4]1[C:12]2[C:7](=[N:8][C:9]([C:13]3[CH:14]=[C:15]([CH:20]=[CH:21][C:22]=3[CH3:23])[C:16]([O:18]C)=[O:17])=[CH:10][CH:11]=2)[N:6]([CH3:24])[C:5]1=[O:25].[OH-].[K+].